From a dataset of Full USPTO retrosynthesis dataset with 1.9M reactions from patents (1976-2016). Predict the reactants needed to synthesize the given product. (1) Given the product [NH2:24][C:19]1[CH:20]=[CH:21][CH:22]=[CH:23][C:18]=1[S:15]([N:14]([CH3:27])[CH3:13])(=[O:17])=[O:16], predict the reactants needed to synthesize it. The reactants are: NC1C=CC=CC=1S(NC)(=O)=O.[CH3:13][N:14]([CH3:27])[S:15]([C:18]1[CH:23]=[CH:22][CH:21]=[CH:20][C:19]=1[N+:24]([O-])=O)(=[O:17])=[O:16]. (2) Given the product [CH3:1][S:2]([C:5]1[CH:10]=[CH:9][C:8]([C:16]2[CH:17]=[CH:18][C:13]([OH:12])=[CH:14][CH:15]=2)=[CH:7][CH:6]=1)(=[O:4])=[O:3], predict the reactants needed to synthesize it. The reactants are: [CH3:1][S:2]([C:5]1[CH:10]=[CH:9][C:8](Br)=[CH:7][CH:6]=1)(=[O:4])=[O:3].[OH:12][C:13]1[CH:18]=[CH:17][C:16](B(O)O)=[CH:15][CH:14]=1.C([O-])([O-])=O.[Na+].[Na+]. (3) Given the product [CH3:1][O:2][C:3](=[O:14])[CH2:4][O:5][C:6]1[CH:11]=[CH:10][C:9]([O:12][CH2:17][CH2:16][Br:15])=[CH:8][C:7]=1[CH3:13], predict the reactants needed to synthesize it. The reactants are: [CH3:1][O:2][C:3](=[O:14])[CH2:4][O:5][C:6]1[CH:11]=[CH:10][C:9]([OH:12])=[CH:8][C:7]=1[CH3:13].[Br:15][CH2:16][CH2:17]Br.C([O-])([O-])=O.[Cs+].[Cs+].